Dataset: Reaction yield outcomes from USPTO patents with 853,638 reactions. Task: Predict the reaction yield, written as a fraction of the theoretical maximum amount of product (1.0 means a 100% yield; for example, 0.34 means a 34% yield). (1) The reactants are COP([CH2:7][C:8](=[O:16])[C:9]([F:15])([F:14])[CH2:10][CH2:11][CH2:12][CH3:13])(=O)OC.O.[OH-].[Li+].[C:20]([O:23][C@@H:24]1[C@H:28]([CH2:29][CH2:30][CH2:31][CH2:32][CH2:33][CH2:34][C:35]([O:37][CH3:38])=[O:36])[C@@H:27]([CH:39]=O)[C@H:26]([O:41][CH:42]2[CH2:47][CH2:46][CH2:45][CH2:44][O:43]2)[CH2:25]1)(=[O:22])[CH3:21]. The catalyst is COC(C)(C)C.O. The product is [C:20]([O:23][C@@H:24]1[C@H:28]([CH2:29][CH2:30][CH2:31][CH2:32][CH2:33][CH2:34][C:35]([O:37][CH3:38])=[O:36])[C@@H:27](/[CH:39]=[CH:7]/[C:8](=[O:16])[C:9]([F:14])([F:15])[CH2:10][CH2:11][CH2:12][CH3:13])[C@H:26]([O:41][CH:42]2[CH2:47][CH2:46][CH2:45][CH2:44][O:43]2)[CH2:25]1)(=[O:22])[CH3:21]. The yield is 0.901. (2) The reactants are [NH:1]([C:3]([S:5][CH3:6])=[NH:4])[NH2:2].O.[C:8]1([C:14]([CH:16]=O)=O)[CH:13]=[CH:12][CH:11]=[CH:10][CH:9]=1. No catalyst specified. The product is [CH3:6][S:5][C:3]1[N:1]=[N:2][CH:16]=[C:14]([C:8]2[CH:13]=[CH:12][CH:11]=[CH:10][CH:9]=2)[N:4]=1. The yield is 0.730. (3) The reactants are [Br:1][C:2]1[CH:7]=[CH:6][C:5](I)=[C:4]([O:9][CH3:10])[CH:3]=1.[CH2:11]([O:13][C:14]([C:16]1([C:19]2[CH:24]=[CH:23][C:22](B3OC(C)(C)C(C)(C)O3)=[CH:21][CH:20]=2)[CH2:18][CH2:17]1)=[O:15])[CH3:12].C(=O)([O-])[O-].[Na+].[Na+].O. The catalyst is O1CCOCC1. The product is [CH2:11]([O:13][C:14]([C:16]1([C:19]2[CH:24]=[CH:23][C:22]([C:5]3[CH:6]=[CH:7][C:2]([Br:1])=[CH:3][C:4]=3[O:9][CH3:10])=[CH:21][CH:20]=2)[CH2:17][CH2:18]1)=[O:15])[CH3:12]. The yield is 0.550. (4) The reactants are [Br:1][C:2]1[CH:7]=[C:6]([N+:8]([O-])=O)[C:5]([NH2:11])=[C:4]([N+:12]([O-:14])=[O:13])[CH:3]=1. The catalyst is CCO. The product is [Br:1][C:2]1[CH:7]=[C:6]([NH2:8])[C:5]([NH2:11])=[C:4]([N+:12]([O-:14])=[O:13])[CH:3]=1. The yield is 0.500. (5) The reactants are [C:1]([NH:9][C:10]1[CH:43]=[CH:42][C:13]([O:14][C:15]2[C:24]3[C:19](=[CH:20][C:21]([O:27][CH2:28][CH2:29][C@H:30]([NH:34][C:35]([O:37][C:38]([CH3:41])([CH3:40])[CH3:39])=[O:36])[C:31]([OH:33])=[O:32])=[C:22]([O:25][CH3:26])[CH:23]=3)[N:18]=[CH:17][CH:16]=2)=[CH:12][CH:11]=1)(=[O:8])[C:2]1[CH:7]=[CH:6][CH:5]=[CH:4][CH:3]=1.[CH3:44][CH:45]1[CH2:49][CH2:48][CH2:47][CH:46]1O.C(Cl)CCl. The catalyst is CN(C=O)C.CN(C1C=CN=CC=1)C. The product is [CH3:44][CH:45]1[CH2:49][CH2:48][CH2:47][CH:46]1[O:32][C:31](=[O:33])[C@@H:30]([NH:34][C:35]([O:37][C:38]([CH3:40])([CH3:39])[CH3:41])=[O:36])[CH2:29][CH2:28][O:27][C:21]1[CH:20]=[C:19]2[C:24]([C:15]([O:14][C:13]3[CH:42]=[CH:43][C:10]([NH:9][C:1](=[O:8])[C:2]4[CH:3]=[CH:4][CH:5]=[CH:6][CH:7]=4)=[CH:11][CH:12]=3)=[CH:16][CH:17]=[N:18]2)=[CH:23][C:22]=1[O:25][CH3:26]. The yield is 0.160.